This data is from Reaction yield outcomes from USPTO patents with 853,638 reactions. The task is: Predict the reaction yield, written as a fraction of the theoretical maximum amount of product (1.0 means a 100% yield; for example, 0.34 means a 34% yield). (1) The reactants are [CH2:1]([O:8][C:9]1[C:10]([C:16]#[C:17][CH2:18][OH:19])=[N:11][C:12]([Cl:15])=[CH:13][CH:14]=1)[C:2]1[CH:7]=[CH:6][CH:5]=[CH:4][CH:3]=1.[I-].[NH2:21][N+:22]1[CH:27]=[CH:26][CH:25]=[CH:24][CH:23]=1.C1CCN2C(=NCCC2)CC1.O. The catalyst is CC#N. The product is [CH2:1]([O:8][C:9]1[C:10]([C:16]2[C:17]([CH2:18][OH:19])=[C:23]3[CH:24]=[CH:25][CH:26]=[CH:27][N:22]3[N:21]=2)=[N:11][C:12]([Cl:15])=[CH:13][CH:14]=1)[C:2]1[CH:7]=[CH:6][CH:5]=[CH:4][CH:3]=1. The yield is 0.470. (2) The reactants are F[C:2]1[N:7]2[CH:8]=[C:9]([CH2:11][N:12]([CH3:23])[CH:13]3[C:22]4[N:21]=[CH:20][CH:19]=[CH:18][C:17]=4[CH2:16][CH2:15][CH2:14]3)[N:10]=[C:6]2[CH:5]=[CH:4][CH:3]=1.[CH3:24][N:25]1[CH2:30][CH2:29][NH:28][CH2:27][CH2:26]1. No catalyst specified. The product is [CH3:23][N:12]([CH2:11][C:9]1[N:10]=[C:6]2[CH:5]=[CH:4][CH:3]=[C:2]([N:28]3[CH2:29][CH2:30][N:25]([CH3:24])[CH2:26][CH2:27]3)[N:7]2[CH:8]=1)[CH:13]1[C:22]2[N:21]=[CH:20][CH:19]=[CH:18][C:17]=2[CH2:16][CH2:15][CH2:14]1. The yield is 0.670. (3) The reactants are [Cl:1][C:2]1[S:6][C:5]([C:7]2[N:12]=[C:11]([NH:13][C:14]3[CH:19]=[CH:18][C:17]([CH2:20]/[C:21](=[N:24]\[C:25](=O)[O:26]C4C=CC=CC=4)/[NH:22][OH:23])=[CH:16][CH:15]=3)[C:10]([CH2:34][CH3:35])=[C:9]([CH3:36])[N:8]=2)=[CH:4][CH:3]=1. The catalyst is C1(C)C=CC=CC=1. The product is [Cl:1][C:2]1[S:6][C:5]([C:7]2[N:12]=[C:11]([NH:13][C:14]3[CH:15]=[CH:16][C:17]([CH2:20][C:21]4[NH:24][C:25](=[O:26])[O:23][N:22]=4)=[CH:18][CH:19]=3)[C:10]([CH2:34][CH3:35])=[C:9]([CH3:36])[N:8]=2)=[CH:4][CH:3]=1. The yield is 0.250. (4) The reactants are [Br:1][C:2]1[CH:18]=[CH:17][C:5]([O:6][CH2:7][CH2:8][O:9][Si:10]([C:13]([CH3:16])([CH3:15])[CH3:14])([CH3:12])[CH3:11])=[CH:4][C:3]=1[F:19].C([N-]C(C)C)(C)C.[Li+].CN(C)[CH:30]=[O:31].C(O)(=O)C. The catalyst is O1CCCC1.O. The product is [Br:1][C:2]1[C:3]([F:19])=[C:4]([C:5]([O:6][CH2:7][CH2:8][O:9][Si:10]([C:13]([CH3:15])([CH3:14])[CH3:16])([CH3:11])[CH3:12])=[CH:17][CH:18]=1)[CH:30]=[O:31]. The yield is 0.670. (5) The reactants are [CH3:1][C:2]1[NH:3][CH:4]=[C:5]([N+:7]([O-:9])=[O:8])[N:6]=1.[C:10]([O-])([O-])=O.[K+].[K+].CI.O. The catalyst is CN(C=O)C. The product is [CH3:10][N:3]1[CH:4]=[C:5]([N+:7]([O-:9])=[O:8])[N:6]=[C:2]1[CH3:1]. The yield is 0.450. (6) The reactants are [NH2:1][C:2]([C@@H:4]([NH:9][C:10]([C:12]1[C:20]2[C:15](=[CH:16][CH:17]=[C:18](Br)[CH:19]=2)[N:14]([CH2:22][C:23]2[CH:28]=[CH:27][CH:26]=[CH:25][CH:24]=2)[N:13]=1)=[O:11])[C:5]([CH3:8])([CH3:7])[CH3:6])=[O:3].P(O)([O-])([O-])=O.[K+].[K+].[N:36]1[CH:41]=[CH:40][CH:39]=[C:38](B(O)O)[CH:37]=1. The catalyst is O1CCOCC1.O.[Pd](Cl)Cl.C1(P(C2C=CC=CC=2)[C-]2C=CC=C2)C=CC=CC=1.[C-]1(P(C2C=CC=CC=2)C2C=CC=CC=2)C=CC=C1.[Fe+2]. The product is [NH2:1][C:2]([C@@H:4]([NH:9][C:10]([C:12]1[C:20]2[C:15](=[CH:16][CH:17]=[C:18]([C:38]3[CH:37]=[N:36][CH:41]=[CH:40][CH:39]=3)[CH:19]=2)[N:14]([CH2:22][C:23]2[CH:28]=[CH:27][CH:26]=[CH:25][CH:24]=2)[N:13]=1)=[O:11])[C:5]([CH3:8])([CH3:7])[CH3:6])=[O:3]. The yield is 0.630. (7) The reactants are C[O:2][C:3]([C:5]1[CH:9]=[C:8]([C:10]([O:12][CH3:13])=[O:11])[N:7]([CH3:14])[N:6]=1)=[O:4].O1CCOCC1.S(=O)(=O)(O)O. The catalyst is O. The product is [CH3:13][O:12][C:10]([C:8]1[N:7]([CH3:14])[N:6]=[C:5]([C:3]([OH:4])=[O:2])[CH:9]=1)=[O:11]. The yield is 0.680.